Predict the product of the given reaction. From a dataset of Forward reaction prediction with 1.9M reactions from USPTO patents (1976-2016). (1) Given the reactants [NH2:1][C:2]1[N:7]=[C:6]([CH3:8])[CH:5]=[C:4]([CH3:9])[N:3]=1.[CH:10]1([N+:16]#[C-:17])[CH2:15][CH2:14][CH2:13][CH2:12][CH2:11]1.[N:18]1[CH:23]=[CH:22][CH:21]=[CH:20][C:19]=1[CH:24]=O.[C:26]([Cl:29])(=[O:28])[CH3:27], predict the reaction product. The product is: [Cl-:29].[C:26]([N+:1]1[C:24]([C:19]2[CH:20]=[CH:21][CH:22]=[CH:23][N:18]=2)=[C:17]([NH:16][CH:10]2[CH2:15][CH2:14][CH2:13][CH2:12][CH2:11]2)[N:3]2[C:4]([CH3:9])=[CH:5][C:6]([CH3:8])=[N:7][C:2]=12)(=[O:28])[CH3:27]. (2) Given the reactants [OH:1][N:2]1[CH:6]=[CH:5][N:4]=[N:3]1.[CH3:7][N:8]([C:12]1[CH:17]=[CH:16][CH:15]=[CH:14][CH:13]=1)[C:9](Cl)=[O:10], predict the reaction product. The product is: [N:2]1([O:1][C:9](=[O:10])[N:8]([CH3:7])[C:12]2[CH:17]=[CH:16][CH:15]=[CH:14][CH:13]=2)[CH:6]=[CH:5][N:4]=[N:3]1. (3) Given the reactants [H-].[H-].[H-].[H-].[Li+].[Al+3].[NH2:7][C:8]1[CH:13]=[CH:12][C:11]([CH:14]2[CH2:19][CH2:18][N:17]([C:20](OC(C)(C)C)=O)[CH2:16][CH2:15]2)=[C:10]([C:27]([F:30])([F:29])[F:28])[CH:9]=1, predict the reaction product. The product is: [CH3:20][N:17]1[CH2:16][CH2:15][CH:14]([C:11]2[CH:12]=[CH:13][C:8]([NH2:7])=[CH:9][C:10]=2[C:27]([F:28])([F:29])[F:30])[CH2:19][CH2:18]1. (4) Given the reactants [Cl:1][C:2]1[N:7]=[C:6]([O:8][C:9]2[C:15]([CH3:16])=[CH:14][C:12]([NH2:13])=[C:11]([CH3:17])[CH:10]=2)[CH:5]=[C:4]([CH3:18])[N:3]=1.C(#N)C.CO[CH:24](OC)[N:25]([CH3:28])[CH2:26][CH3:27], predict the reaction product. The product is: [Cl:1][C:2]1[N:7]=[C:6]([O:8][C:9]2[C:15]([CH3:16])=[CH:14][C:12]([N:13]=[CH:24][N:25]([CH2:26][CH3:27])[CH3:28])=[C:11]([CH3:17])[CH:10]=2)[CH:5]=[C:4]([CH3:18])[N:3]=1. (5) The product is: [Cl:3][C:4]1[N:9]=[C:8]([N:10]2[CH2:11][CH2:12][O:13][CH2:14][CH2:15]2)[CH:7]=[C:6]([C:16]2([S:17]([CH:20]3[CH2:21][CH2:22]3)(=[O:19])=[O:18])[CH2:28][CH2:27][O:26][CH2:25][CH2:24]2)[N:5]=1. Given the reactants [OH-].[Na+].[Cl:3][C:4]1[N:9]=[C:8]([N:10]2[CH2:15][CH2:14][O:13][CH2:12][CH2:11]2)[CH:7]=[C:6]([CH2:16][S:17]([CH:20]2[CH2:22][CH2:21]2)(=[O:19])=[O:18])[N:5]=1.Br[CH2:24][CH2:25][O:26][CH2:27][CH2:28]Br, predict the reaction product. (6) The product is: [CH3:30][N:31]([CH3:39])[C:32]1[CH:33]=[C:34]([NH:38][C:14](=[O:15])[C:13]2[CH:17]=[CH:18][C:10]([S:9][C:6]3[CH:7]=[CH:8][C:3]([O:2][CH3:1])=[CH:4][CH:5]=3)=[C:11]([NH:19][C:20]3[C:21]4[CH:29]=[CH:28][CH:27]=[N:26][C:22]=4[N:23]=[CH:24][N:25]=3)[CH:12]=2)[CH:35]=[CH:36][CH:37]=1. Given the reactants [CH3:1][O:2][C:3]1[CH:8]=[CH:7][C:6]([S:9][C:10]2[CH:18]=[CH:17][C:13]([C:14](Cl)=[O:15])=[CH:12][C:11]=2[NH:19][C:20]2[C:21]3[CH:29]=[CH:28][CH:27]=[N:26][C:22]=3[N:23]=[CH:24][N:25]=2)=[CH:5][CH:4]=1.[CH3:30][N:31]([CH3:39])[C:32]1[CH:37]=[CH:36][CH:35]=[C:34]([NH2:38])[CH:33]=1.NC1C=C(O)C(C)=CC=1.C(C1C=CC2C(NC3C=C(C=CC=3SC3C=CC(OC)=CC=3)C(Cl)=O)=NC=NC=2N=1)(C)C, predict the reaction product. (7) Given the reactants C1C2C(CO[C:16]([NH:18][CH2:19][CH2:20][C@H:21]([NH:26][C:27]([C:29]3[N:30]=[N:31][N:32]([CH2:34][C:35]([O:37][CH3:38])=[O:36])[CH:33]=3)=[O:28])[C:22]([O:24][CH3:25])=[O:23])=O)C3C(=CC=CC=3)C=2C=CC=1.[OH:39][C:40]1[CH:41]=[C:42]([CH:45]=[CH:46][CH:47]=1)C=O, predict the reaction product. The product is: [OH:39][C:40]1[CH:47]=[C:46]([CH:45]=[CH:42][CH:41]=1)/[CH:16]=[N:18]/[CH2:19][CH2:20][C@H:21]([NH:26][C:27]([C:29]1[N:30]=[N:31][N:32]([CH2:34][C:35]([O:37][CH3:38])=[O:36])[CH:33]=1)=[O:28])[C:22]([O:24][CH3:25])=[O:23]. (8) Given the reactants [C:1]([NH:8][C@H:9]([C:19]([O:21][C:22]([CH3:25])([CH3:24])[CH3:23])=[O:20])[CH2:10][CH2:11][C:12]([O:14][C:15]([CH3:18])([CH3:17])[CH3:16])=[O:13])([O:3][C:4]([CH3:7])([CH3:6])[CH3:5])=[O:2].C[Si]([N-][Si](C)(C)C)(C)C.[Li+].[CH2:36]([O:43][C:44]1[CH:51]=[CH:50][C:47]([CH2:48]Br)=[CH:46][CH:45]=1)[C:37]1[CH:42]=[CH:41][CH:40]=[CH:39][CH:38]=1, predict the reaction product. The product is: [CH2:36]([O:43][C:44]1[CH:45]=[CH:46][C:47]([CH2:48][C@H:11]([C:12]([O:14][C:15]([CH3:16])([CH3:18])[CH3:17])=[O:13])[CH2:10][C@@H:9]([C:19]([O:21][C:22]([CH3:25])([CH3:24])[CH3:23])=[O:20])[NH:8][C:1]([O:3][C:4]([CH3:7])([CH3:6])[CH3:5])=[O:2])=[CH:50][CH:51]=1)[C:37]1[CH:38]=[CH:39][CH:40]=[CH:41][CH:42]=1. (9) Given the reactants [CH2:1]([O:3][C:4](=[O:13])[CH2:5][C:6]1[C:11]([Cl:12])=[CH:10][CH:9]=[CH:8][N:7]=1)[CH3:2].Br[CH:15]([CH2:18][CH2:19][O:20][CH2:21][CH3:22])[CH:16]=O.C(=O)(O)[O-].[Na+], predict the reaction product. The product is: [CH2:1]([O:3][C:4]([C:5]1[CH:16]=[C:15]([CH2:18][CH2:19][O:20][CH2:21][CH3:22])[N:7]2[C:6]=1[C:11]([Cl:12])=[CH:10][CH:9]=[CH:8]2)=[O:13])[CH3:2].